Dataset: Reaction yield outcomes from USPTO patents with 853,638 reactions. Task: Predict the reaction yield, written as a fraction of the theoretical maximum amount of product (1.0 means a 100% yield; for example, 0.34 means a 34% yield). The reactants are [F:1][C:2]1[CH:17]=[C:16]([N+:18]([O-])=O)[CH:15]=[CH:14][C:3]=1[O:4][C:5]1[C:10]2=[CH:11][CH:12]=[CH:13][N:9]2[N:8]=[CH:7][N:6]=1.[Cl-].[NH4+]. The catalyst is O1CCCC1.CO.[Zn]. The product is [F:1][C:2]1[CH:17]=[C:16]([NH2:18])[CH:15]=[CH:14][C:3]=1[O:4][C:5]1[C:10]2=[CH:11][CH:12]=[CH:13][N:9]2[N:8]=[CH:7][N:6]=1. The yield is 0.920.